This data is from Full USPTO retrosynthesis dataset with 1.9M reactions from patents (1976-2016). The task is: Predict the reactants needed to synthesize the given product. (1) The reactants are: [NH2:1][C:2]1[N:7]=[C:6]([N:8]2[C@H:13]([CH3:14])[CH2:12][O:11][C@H:10]([CH2:15][OH:16])[CH2:9]2)[CH:5]=[C:4]([Cl:17])[N:3]=1.CCN(C(C)C)C(C)C.[C:27]1([N:33]=[C:34]=[O:35])[CH:32]=[CH:31][CH:30]=[CH:29][CH:28]=1. Given the product [C:27]1([NH:33][C:34](=[O:35])[O:16][CH2:15][C@H:10]2[O:11][CH2:12][C@@H:13]([CH3:14])[N:8]([C:6]3[CH:5]=[C:4]([Cl:17])[N:3]=[C:2]([NH2:1])[N:7]=3)[CH2:9]2)[CH:32]=[CH:31][CH:30]=[CH:29][CH:28]=1, predict the reactants needed to synthesize it. (2) Given the product [Br:1][C:2]1[C:3]([O:21][CH3:22])=[C:4]([C:9]([C:11]2[CH:20]=[CH:19][C:18]3[C:13](=[CH:14][CH:15]=[CH:16][CH:17]=3)[CH:12]=2)=[O:10])[C:5]([F:8])=[CH:6][CH:7]=1, predict the reactants needed to synthesize it. The reactants are: [Br:1][C:2]1[C:3]([O:21][CH3:22])=[C:4]([CH:9]([C:11]2[CH:20]=[CH:19][C:18]3[C:13](=[CH:14][CH:15]=[CH:16][CH:17]=3)[CH:12]=2)[OH:10])[C:5]([F:8])=[CH:6][CH:7]=1. (3) Given the product [ClH:1].[NH2:9][C@@H:10]([CH2:19][CH3:20])[CH2:11][NH:12][C:13](=[O:18])[C:14]([O:16][CH3:17])=[O:15], predict the reactants needed to synthesize it. The reactants are: [ClH:1].C(OC([NH:9][C@@H:10]([CH2:19][CH3:20])[CH2:11][NH:12][C:13](=[O:18])[C:14]([O:16][CH3:17])=[O:15])=O)(C)(C)C. (4) The reactants are: [CH3:1][N:2]1[CH2:7][CH:6]([OH:8])[C:5]2[CH:9]=[CH:10][O:11][C:4]=2[CH2:3]1.[Br:12][C:13]1[CH:18]=[CH:17][C:16](F)=[CH:15][C:14]=1[Cl:20]. Given the product [ClH:20].[Br:12][C:13]1[CH:18]=[CH:17][C:16]([O:8][CH:6]2[CH2:7][N:2]([CH3:1])[CH2:3][C:4]3[O:11][CH:10]=[CH:9][C:5]2=3)=[CH:15][C:14]=1[Cl:20], predict the reactants needed to synthesize it. (5) Given the product [CH3:34][O:35][C:36]1[CH:41]=[CH:40][CH:39]=[CH:38][C:37]=1[CH2:42][C:43]([NH:66][C:65]1[C:60]([S:59][CH2:58][CH2:57][S:54]([C:50]2[CH:51]=[CH:52][CH:53]=[C:48]([C:47]([F:67])([F:68])[F:46])[CH:49]=2)(=[O:56])=[O:55])=[N:61][CH:62]=[CH:63][CH:64]=1)=[O:45], predict the reactants needed to synthesize it. The reactants are: CN(C(ON1N=NC2C=CC=NC1=2)=[N+](C)C)C.F[P-](F)(F)(F)(F)F.CCN(C(C)C)C(C)C.[CH3:34][O:35][C:36]1[CH:41]=[CH:40][CH:39]=[CH:38][C:37]=1[CH2:42][C:43]([OH:45])=O.[F:46][C:47]([F:68])([F:67])[C:48]1[CH:49]=[C:50]([S:54]([CH2:57][CH2:58][S:59][C:60]2[C:65]([NH2:66])=[CH:64][CH:63]=[CH:62][N:61]=2)(=[O:56])=[O:55])[CH:51]=[CH:52][CH:53]=1. (6) Given the product [F:27][C:18]([F:26])([C:8]1[CH:9]=[C:10]([C:12]2[CH:13]=[CH:14][N:15]=[CH:16][CH:17]=2)[CH:11]=[C:6]([NH:5][C:3](=[O:4])[C@@H:2]([NH:1][CH2:40][C:38]2[N:37]=[CH:36][S:35][CH:39]=2)[CH2:28][C:29]2[CH:34]=[CH:33][CH:32]=[CH:31][CH:30]=2)[CH:7]=1)[C:19]([OH:21])=[O:20], predict the reactants needed to synthesize it. The reactants are: [NH2:1][C@@H:2]([CH2:28][C:29]1[CH:34]=[CH:33][CH:32]=[CH:31][CH:30]=1)[C:3]([NH:5][C:6]1[CH:7]=[C:8]([C:18]([F:27])([F:26])[C:19]([O:21]C(C)(C)C)=[O:20])[CH:9]=[C:10]([C:12]2[CH:17]=[CH:16][N:15]=[CH:14][CH:13]=2)[CH:11]=1)=[O:4].[S:35]1[CH:39]=[C:38]([CH:40]=O)[N:37]=[CH:36]1.C(O)(=O)C.C(O[BH-](OC(=O)C)OC(=O)C)(=O)C.[Na+]. (7) Given the product [CH2:6]([N:14]1[C:22]2[C:17](=[CH:18][C:19]([C:23]3[CH:24]=[C:25]([CH3:29])[CH:26]=[CH:27][CH:28]=3)=[CH:20][CH:21]=2)[C:16]([CH2:30][NH:31][S:2]([CH3:1])(=[O:4])=[O:3])=[CH:15]1)[CH2:7][CH2:8][CH2:9][CH2:10][CH2:11][CH2:12][CH3:13], predict the reactants needed to synthesize it. The reactants are: [CH3:1][S:2](Cl)(=[O:4])=[O:3].[CH2:6]([N:14]1[C:22]2[C:17](=[CH:18][C:19]([C:23]3[CH:24]=[C:25]([CH3:29])[CH:26]=[CH:27][CH:28]=3)=[CH:20][CH:21]=2)[C:16]([CH2:30][NH2:31])=[CH:15]1)[CH2:7][CH2:8][CH2:9][CH2:10][CH2:11][CH2:12][CH3:13].C(N(CC)CC)C.